From a dataset of Reaction yield outcomes from USPTO patents with 853,638 reactions. Predict the reaction yield, written as a fraction of the theoretical maximum amount of product (1.0 means a 100% yield; for example, 0.34 means a 34% yield). (1) The reactants are [NH2:1][C:2]1[C:3]([CH3:41])=[CH:4][C:5]2[CH2:11][C@@H:10]([NH:12][C:13]([N:15]3[CH2:20][CH2:19][CH:18]([N:21]4[CH2:30][C:29]5[C:24](=[CH:25][CH:26]=[CH:27][CH:28]=5)[NH:23][C:22]4=[O:31])[CH2:17][CH2:16]3)=[O:14])[C:9](=[O:32])[N:8]([CH2:33][C:34]3[CH:39]=[CH:38][CH:37]=[CH:36][CH:35]=3)[CH2:7][C:6]=2[CH:40]=1.[F:42][C:43]([F:48])([F:47])[C:44]([OH:46])=[O:45]. The catalyst is ClCCl. The product is [F:42][C:43]([F:48])([F:47])[C:44]([OH:46])=[O:45].[NH2:1][C:2]1[C:3]([CH3:41])=[CH:4][C:5]2[CH2:11][C@@H:10]([NH:12][C:13]([N:15]3[CH2:16][CH2:17][CH:18]([N:21]4[CH2:30][C:29]5[C:24](=[CH:25][CH:26]=[CH:27][CH:28]=5)[NH:23][C:22]4=[O:31])[CH2:19][CH2:20]3)=[O:14])[C:9](=[O:32])[N:8]([CH2:33][C:34]3[CH:39]=[CH:38][CH:37]=[CH:36][CH:35]=3)[CH2:7][C:6]=2[CH:40]=1. The yield is 0.640. (2) The reactants are [Br:1][C:2]1[CH:7]=[CH:6][C:5]([CH2:8]Br)=[C:4]([F:10])[CH:3]=1.[C-:11]#[N:12].[Na+].O.C([O-])(O)=O.[Na+]. The catalyst is CN(C=O)C.CCOC(C)=O. The product is [Br:1][C:2]1[CH:7]=[CH:6][C:5]([CH2:8][C:11]#[N:12])=[C:4]([F:10])[CH:3]=1. The yield is 0.990. (3) The reactants are [CH3:1][C:2]([CH3:23])([CH3:22])[C:3]([C:5]1[C:13]2[C:8](=[N:9][CH:10]=[C:11]([C:14]3[S:18][C:17]([C:19](O)=[O:20])=[CH:16][CH:15]=3)[N:12]=2)[NH:7][CH:6]=1)=[O:4].[CH3:24][NH:25][CH2:26][C:27]#[N:28].CCN=C=NCCCN(C)C. The catalyst is C(O)C.ClCCl. The product is [C:27]([CH2:26][N:25]([CH3:24])[C:19]([C:17]1[S:18][C:14]([C:11]2[N:12]=[C:13]3[C:5]([C:3](=[O:4])[C:2]([CH3:1])([CH3:22])[CH3:23])=[CH:6][NH:7][C:8]3=[N:9][CH:10]=2)=[CH:15][CH:16]=1)=[O:20])#[N:28]. The yield is 0.580. (4) The reactants are [Cl:1][C:2]1[N:3]=[C:4](Cl)[C:5]2[CH2:10][CH2:9][CH:8]([C:11]3[CH:16]=[CH:15][C:14]([F:17])=[C:13]([F:18])[CH:12]=3)[C:6]=2[N:7]=1.C[CH2:21][N:22](C(C)C)C(C)C. The catalyst is CO. The product is [Cl:1][C:2]1[N:3]=[C:4]([NH:22][CH3:21])[C:5]2[CH2:10][CH2:9][CH:8]([C:11]3[CH:16]=[CH:15][C:14]([F:17])=[C:13]([F:18])[CH:12]=3)[C:6]=2[N:7]=1. The yield is 0.372. (5) The reactants are [Cl:1][C:2]1[N:7]=[C:6]([N:8](C(OC(C)(C)C)=O)[N:9](C(OC(C)(C)C)=O)C(OC(C)(C)C)=O)[C:5]([F:31])=[C:4]([N:32]2[CH2:36][CH2:35][CH:34]([N:37]([CH3:39])[CH3:38])[C:33]2([CH3:41])[CH3:40])[N:3]=1.[ClH:42]. The catalyst is CO.O1CCOCC1. The product is [ClH:1].[ClH:42].[ClH:1].[ClH:1].[ClH:1].[Cl:1][C:2]1[N:3]=[C:4]([N:32]2[CH2:36][CH2:35][CH:34]([N:37]([CH3:39])[CH3:38])[C:33]2([CH3:40])[CH3:41])[C:5]([F:31])=[C:6]([NH:8][NH2:9])[N:7]=1. The yield is 0.990. (6) The reactants are [Br:1][C:2]1[CH:7]=[CH:6][C:5]([F:8])=[CH:4][C:3]=1[OH:9].[OH-].[K+].CCOP(OCC)([C:17](Br)([F:19])[F:18])=O. The catalyst is CC#N.O. The product is [Br:1][C:2]1[CH:7]=[CH:6][C:5]([F:8])=[CH:4][C:3]=1[O:9][CH:17]([F:19])[F:18]. The yield is 0.870. (7) The reactants are [CH3:1][N:2]1[C:7](=[O:8])[N:6]([CH3:9])[C:5](=[O:10])[C:4]([N:11]2[CH2:16][CH2:15][NH:14][CH2:13][CH2:12]2)=[N:3]1.CCN(CC)CC.Br[CH2:25][C:26]1[CH:31]=[CH:30][C:29]([F:32])=[CH:28][C:27]=1[C:33]([F:36])([F:35])[F:34].O. The catalyst is C1(C)C=CC=CC=1. The product is [F:32][C:29]1[CH:30]=[CH:31][C:26]([CH2:25][N:14]2[CH2:13][CH2:12][N:11]([C:4]3[C:5](=[O:10])[N:6]([CH3:9])[C:7](=[O:8])[N:2]([CH3:1])[N:3]=3)[CH2:16][CH2:15]2)=[C:27]([C:33]([F:34])([F:35])[F:36])[CH:28]=1. The yield is 0.790. (8) The reactants are [N:1]1([CH2:7][C:8]2[CH:13]=[CH:12][C:11]([NH:14][C:15](=[S:37])[NH:16][NH:17][C:18](=O)[C:19]3[CH:24]=[C:23]([CH:25]([CH3:27])[CH3:26])[C:22]([O:28][CH2:29][O:30][CH3:31])=[CH:21][C:20]=3[O:32][CH2:33][O:34][CH3:35])=[CH:10][CH:9]=2)[CH2:6][CH2:5][O:4][CH2:3][CH2:2]1. The catalyst is [OH-].[Na+]. The yield is 0.416. The product is [CH:25]([C:23]1[C:22]([O:28][CH2:29][O:30][CH3:31])=[CH:21][C:20]([O:32][CH2:33][O:34][CH3:35])=[C:19]([C:18]2[N:14]([C:11]3[CH:12]=[CH:13][C:8]([CH2:7][N:1]4[CH2:6][CH2:5][O:4][CH2:3][CH2:2]4)=[CH:9][CH:10]=3)[C:15](=[S:37])[NH:16][N:17]=2)[CH:24]=1)([CH3:27])[CH3:26]. (9) The reactants are C([O:8][C:9]1[CH:10]=[C:11]([C:44]2[CH:49]=[CH:48][C:47]([P:50](=[O:55])([O:53][CH3:54])[O:51][CH3:52])=[CH:46][CH:45]=2)[CH:12]=[CH:13][C:14]=1[C@@H:15]1[C@@H:18]([CH2:19][CH2:20][C@H:21]([O:29][Si:30]([C:33]([CH3:36])([CH3:35])[CH3:34])([CH3:32])[CH3:31])[C:22]2[CH:27]=[CH:26][C:25]([F:28])=[CH:24][CH:23]=2)[C:17](=[O:37])[N:16]1[C:38]1[CH:43]=[CH:42][CH:41]=[CH:40][CH:39]=1)C1C=CC=CC=1.O. The catalyst is C(O)C.[Pd]. The product is [OH:8][C:9]1[CH:10]=[C:11]([C:44]2[CH:49]=[CH:48][C:47]([P:50](=[O:55])([O:53][CH3:54])[O:51][CH3:52])=[CH:46][CH:45]=2)[CH:12]=[CH:13][C:14]=1[C@@H:15]1[C@@H:18]([CH2:19][CH2:20][C@H:21]([O:29][Si:30]([C:33]([CH3:34])([CH3:35])[CH3:36])([CH3:32])[CH3:31])[C:22]2[CH:27]=[CH:26][C:25]([F:28])=[CH:24][CH:23]=2)[C:17](=[O:37])[N:16]1[C:38]1[CH:43]=[CH:42][CH:41]=[CH:40][CH:39]=1. The yield is 0.990.